This data is from Reaction yield outcomes from USPTO patents with 853,638 reactions. The task is: Predict the reaction yield, written as a fraction of the theoretical maximum amount of product (1.0 means a 100% yield; for example, 0.34 means a 34% yield). (1) The reactants are [NH2:1][C:2]1[CH:7]=[CH:6][CH:5]=[CH:4][N:3]=1.[F:8][C:9]([F:16])([F:15])[C:10]([O:12]CC)=O.[Cl:17][C:18]1[CH:23]=[CH:22][C:21]([CH2:24]Cl)=[CH:20][N:19]=1.C(=O)([O-])[O-].[K+].[K+]. The catalyst is CN(C)C=O.O.CO. The product is [Cl:17][C:18]1[N:19]=[CH:20][C:21]([CH2:24][N:3]2[CH:4]=[CH:5][CH:6]=[CH:7][C:2]2=[N:1][C:10](=[O:12])[C:9]([F:8])([F:15])[F:16])=[CH:22][CH:23]=1. The yield is 0.760. (2) The reactants are [CH3:1][C:2]1[C:6]([CH2:7][N:8]2[CH:12]=[C:11]([N+:13]([O-])=O)[CH:10]=[N:9]2)=[C:5]([CH3:16])[O:4][N:3]=1.[CH3:17][C:18]([O:21][C:22](O[C:22]([O:21][C:18]([CH3:20])([CH3:19])[CH3:17])=[O:23])=[O:23])([CH3:20])[CH3:19].[H][H]. The catalyst is CO.CCO.C1COCC1.[Pd]. The product is [CH3:1][C:2]1[C:6]([CH2:7][N:8]2[CH:12]=[C:11]([NH:13][C:22](=[O:23])[O:21][C:18]([CH3:20])([CH3:19])[CH3:17])[CH:10]=[N:9]2)=[C:5]([CH3:16])[O:4][N:3]=1. The yield is 0.800.